This data is from Forward reaction prediction with 1.9M reactions from USPTO patents (1976-2016). The task is: Predict the product of the given reaction. (1) Given the reactants [C:1]1([C:7]2[CH:12]=[C:11]([N+:13]([O-])=O)[CH:10]=[C:9]([N+:16]([O-])=O)[C:8]=2[NH2:19])[CH:6]=[CH:5][CH:4]=[CH:3][CH:2]=1, predict the reaction product. The product is: [C:1]1([C:7]2[CH:12]=[C:11]([NH2:13])[CH:10]=[C:9]([NH2:16])[C:8]=2[NH2:19])[CH:2]=[CH:3][CH:4]=[CH:5][CH:6]=1. (2) Given the reactants [Cl:1][C:2]1[CH:3]=[CH:4][C:5]([O:11][CH2:12][CH:13]([O:15][CH3:16])C)=[C:6]([CH:10]=1)[C:7]([OH:9])=[O:8].[CH3:17][O:18][CH2:19]COCCO, predict the reaction product. The product is: [Cl:1][C:2]1[CH:3]=[CH:4][C:5]([O:11][CH2:12][CH2:13][O:15][CH2:16][CH2:17][O:18][CH3:19])=[C:6]([CH:10]=1)[C:7]([OH:9])=[O:8].